The task is: Predict which catalyst facilitates the given reaction.. This data is from Catalyst prediction with 721,799 reactions and 888 catalyst types from USPTO. Reactant: [O:1]1[CH:5]=[CH:4][CH:3]=[C:2]1[CH:6]([CH2:12][C:13]1[CH:18]=[CH:17][C:16]([O:19]C)=[CH:15][CH:14]=1)[CH2:7][C:8]([O:10][CH3:11])=[O:9].B(Br)(Br)Br. Product: [O:1]1[CH:5]=[CH:4][CH:3]=[C:2]1[CH:6]([CH2:12][C:13]1[CH:18]=[CH:17][C:16]([OH:19])=[CH:15][CH:14]=1)[CH2:7][C:8]([O:10][CH3:11])=[O:9]. The catalyst class is: 2.